From a dataset of hERG Central: cardiac toxicity at 1µM, 10µM, and general inhibition. Predict hERG channel inhibition at various concentrations. (1) The drug is Cc1ccc(S(=O)(=O)N(C)C)cc1NC(=O)C(C)OC(=O)C1CCCC1. Results: hERG_inhib (hERG inhibition (general)): blocker. (2) The compound is COC(=O)c1cccc(NC(=O)c2ccc(OC)c(Cl)c2)c1. Results: hERG_inhib (hERG inhibition (general)): blocker. (3) The drug is CCOC(=O)C1CCCN(C(=O)COc2ccc(S(=O)(=O)N(CC)c3ccccc3)cc2)C1. Results: hERG_inhib (hERG inhibition (general)): blocker. (4) The molecule is COc1ccc(SC[C@H](Cc2ccccc2)N2CCN(CCc3ccccc3)CCC2=O)cc1. Results: hERG_inhib (hERG inhibition (general)): blocker. (5) The drug is Cc1ccc2nc(SCC(=O)N3CCC(Cc4ccccc4)CC3)nc(=O)n2c1. Results: hERG_inhib (hERG inhibition (general)): blocker. (6) The molecule is CCC1CCCCN1CCCNC(=O)C(C)n1nc(C)c2sc3ccccc3c2c1=O. Results: hERG_inhib (hERG inhibition (general)): blocker. (7) The drug is Cc1ccc(C)c2[nH]c(=O)c(C(c3nnnn3CCc3ccccc3)N3CCOCC3)cc12. Results: hERG_inhib (hERG inhibition (general)): blocker. (8) The molecule is CN(CC(=O)N1CCN(c2ccc(F)cc2)CC1)S(=O)(=O)c1ccc(F)cc1. Results: hERG_inhib (hERG inhibition (general)): blocker. (9) The compound is Cl.Cn1c(=N)n(CC(O)c2cccc3ccccc23)c2ccccc21. Results: hERG_inhib (hERG inhibition (general)): blocker.